Dataset: CYP2D6 inhibition data for predicting drug metabolism from PubChem BioAssay. Task: Regression/Classification. Given a drug SMILES string, predict its absorption, distribution, metabolism, or excretion properties. Task type varies by dataset: regression for continuous measurements (e.g., permeability, clearance, half-life) or binary classification for categorical outcomes (e.g., BBB penetration, CYP inhibition). Dataset: cyp2d6_veith. (1) The compound is CSc1nc(Cl)c(C#N)c(-c2ccc(C)cc2)n1. The result is 0 (non-inhibitor). (2) The drug is O=c1c(-c2ccc(O)cc2)coc2cc(O)ccc12. The result is 1 (inhibitor). (3) The molecule is Cc1cccc(Nc2nnc(-c3ccc(C(=O)N4C[C@H]5C[C@H](C4)c4cccc(=O)n4C5)cc3)c3ccccc23)c1. The result is 0 (non-inhibitor). (4) The result is 0 (non-inhibitor). The compound is CC1(C)Cc2c(sc3nc(-c4ccccc4)n(N)c(=O)c23)CO1. (5) The drug is COc1ccc(N2C(=O)NC3CC2(C)Oc2ccccc23)cc1OC. The result is 0 (non-inhibitor).